From a dataset of Full USPTO retrosynthesis dataset with 1.9M reactions from patents (1976-2016). Predict the reactants needed to synthesize the given product. (1) Given the product [CH:1]1([O:4][C:8]2[CH:15]=[C:14]([F:16])[CH:13]=[CH:12][C:9]=2[C:10]#[N:11])[CH2:3][CH2:2]1, predict the reactants needed to synthesize it. The reactants are: [CH:1]1([OH:4])[CH2:3][CH2:2]1.[H-].[Na+].F[C:8]1[CH:15]=[C:14]([F:16])[CH:13]=[CH:12][C:9]=1[C:10]#[N:11]. (2) Given the product [N+:5]([CH:4]=[C:3]1[NH:19][CH2:18][CH2:17][N:16]1[CH2:15][CH:12]1[CH2:13][CH2:14][O:10][CH2:11]1)([O-:7])=[O:6], predict the reactants needed to synthesize it. The reactants are: CS[C:3](SC)=[CH:4][N+:5]([O-:7])=[O:6].[O:10]1[CH2:14][CH2:13][CH:12]([CH2:15][NH:16][CH2:17][CH2:18][NH2:19])[CH2:11]1. (3) Given the product [CH2:1]([O:3][C:4](=[O:27])[CH2:5][N:6]1[C:10](=[O:11])[C@H:9]([CH2:12][CH2:13][CH2:14][NH:15][C:16]([O:18][CH2:19][C:20]2[CH:21]=[CH:22][CH:23]=[CH:24][CH:25]=2)=[O:17])[N:8]([CH2:30][CH3:31])[C:7]1=[O:26])[CH3:2], predict the reactants needed to synthesize it. The reactants are: [CH2:1]([O:3][C:4](=[O:27])[CH2:5][N:6]1[C:10](=[O:11])[C@H:9]([CH2:12][CH2:13][CH2:14][NH:15][C:16]([O:18][CH2:19][C:20]2[CH:25]=[CH:24][CH:23]=[CH:22][CH:21]=2)=[O:17])[NH:8][C:7]1=[O:26])[CH3:2].[H-].[Na+].[CH2:30](Br)[CH3:31]. (4) Given the product [NH2:13][C:9]1[C:8]2[C:12](=[C:4]([C:1](=[O:3])[NH2:2])[CH:5]=[CH:6][C:7]=2[C:16]2[C:17]([CH3:30])=[C:18]([NH:22][C:23]([C:25]3[S:26][CH:27]=[CH:28][N:29]=3)=[O:24])[CH:19]=[CH:20][CH:21]=2)[NH:11][CH:10]=1, predict the reactants needed to synthesize it. The reactants are: [C:1]([C:4]1[CH:5]=[CH:6][C:7]([C:16]2[C:17]([CH3:30])=[C:18]([NH:22][C:23]([C:25]3[S:26][CH:27]=[CH:28][N:29]=3)=[O:24])[CH:19]=[CH:20][CH:21]=2)=[C:8]2[C:12]=1[NH:11][CH:10]=[C:9]2[N+:13]([O-])=O)(=[O:3])[NH2:2]. (5) Given the product [CH3:1][C:2]1([CH3:13])[CH2:3][C:4]2[N:17]=[CH:14][CH:15]=[CH:16][C:5]=2[C:6]2[CH:7]=[CH:8][CH:9]=[CH:10][C:11]1=2, predict the reactants needed to synthesize it. The reactants are: [CH3:1][C:2]1([CH3:13])[C:11]2[C:6](=[CH:7][CH:8]=[CH:9][CH:10]=2)[CH2:5][C:4](=O)[CH2:3]1.[CH2:14]([NH2:17])[C:15]#[CH:16]. (6) Given the product [C:34]([C:32]1[CH:31]=[C:28]([CH:29]=[O:30])[C:27]([OH:38])=[C:26]([C:42]2[CH:43]=[CH:44][C:45]([C:47]([F:50])([F:48])[F:49])=[CH:46][C:41]=2[C:40]([F:39])([F:54])[F:55])[CH:33]=1)([CH3:37])([CH3:36])[CH3:35], predict the reactants needed to synthesize it. The reactants are: C(C1C=C(C=O)C(O)=C(C2C=CC(OC(F)(F)F)=CC=2)C=1)(C)(C)C.Br[C:26]1[C:27]([OH:38])=[C:28]([CH:31]=[C:32]([C:34]([CH3:37])([CH3:36])[CH3:35])[CH:33]=1)[CH:29]=[O:30].[F:39][C:40]([F:55])([F:54])[C:41]1[CH:46]=[C:45]([C:47]([F:50])([F:49])[F:48])[CH:44]=[CH:43][C:42]=1B(O)O. (7) Given the product [N+:11]([C:3]1[CH:4]=[C:5]([N+:8]([O-:10])=[O:9])[CH:6]=[CH:7][C:2]=1[NH:22][CH2:21][CH2:20][CH:16]1[CH2:17][CH2:18][CH2:19][N:15]1[CH3:14])([O-:13])=[O:12], predict the reactants needed to synthesize it. The reactants are: Cl[C:2]1[CH:7]=[CH:6][C:5]([N+:8]([O-:10])=[O:9])=[CH:4][C:3]=1[N+:11]([O-:13])=[O:12].[CH3:14][N:15]1[CH2:19][CH2:18][CH2:17][CH:16]1[CH2:20][CH2:21][NH2:22]. (8) Given the product [Na+:16].[O:7]1[C:8]2[CH:14]=[CH:13][CH:12]=[CH:11][C:9]=2[N:10]=[C:6]1[C:4]([O-:5])=[O:3], predict the reactants needed to synthesize it. The reactants are: C([O:3][C:4]([C:6]1[O:7][C:8]2[CH:14]=[CH:13][CH:12]=[CH:11][C:9]=2[N:10]=1)=[O:5])C.[OH-].[Na+:16].